From a dataset of Peptide-MHC class I binding affinity with 185,985 pairs from IEDB/IMGT. Regression. Given a peptide amino acid sequence and an MHC pseudo amino acid sequence, predict their binding affinity value. This is MHC class I binding data. (1) The peptide sequence is IFLKPDETF. The MHC is HLA-B46:01 with pseudo-sequence HLA-B46:01. The binding affinity (normalized) is 0.0847. (2) The peptide sequence is RYPLTLGW. The MHC is HLA-B45:01 with pseudo-sequence HLA-B45:01. The binding affinity (normalized) is 0. (3) The peptide sequence is VLNHYTPEY. The MHC is HLA-A69:01 with pseudo-sequence HLA-A69:01. The binding affinity (normalized) is 0.0847. (4) The peptide sequence is DDPWGEVLAW. The MHC is Mamu-A11 with pseudo-sequence Mamu-A11. The binding affinity (normalized) is 0.